The task is: Predict the product of the given reaction.. This data is from Forward reaction prediction with 1.9M reactions from USPTO patents (1976-2016). (1) Given the reactants [CH:1]1([CH:7]([OH:24])[C:8]23[C:14](=[O:15])[O:13][C:12]2([CH3:16])[CH:11]([CH2:17][CH2:18][CH2:19][CH2:20][CH2:21][CH3:22])[C:10](=[O:23])[NH:9]3)[CH2:6][CH2:5][CH2:4][CH:3]=[CH:2]1.C(N(CC)CC)C.[CH2:32]([SH:39])[C:33]1[CH:38]=[CH:37][CH:36]=[CH:35][CH:34]=1, predict the reaction product. The product is: [CH2:32]([S:39][C:14]([C:8]1([CH:7]([CH:1]2[CH2:6][CH2:5][CH2:4][CH:3]=[CH:2]2)[OH:24])[C:12]([OH:13])([CH3:16])[CH:11]([CH2:17][CH2:18][CH2:19][CH2:20][CH2:21][CH3:22])[C:10](=[O:23])[NH:9]1)=[O:15])[C:33]1[CH:38]=[CH:37][CH:36]=[CH:35][CH:34]=1. (2) Given the reactants [Cl-].O[NH3+:3].[C:4](=[O:7])([O-])[OH:5].[Na+].CS(C)=O.[CH2:13]([C:17]1[N:18]=[C:19]([CH3:46])[N:20]([CH2:39][C:40]2[N:41]=[C:42]([CH3:45])[S:43][CH:44]=2)[C:21](=[O:38])[C:22]=1[CH2:23][C:24]1[CH:29]=[CH:28][C:27]([C:30]2[C:31]([C:36]#[N:37])=[CH:32][CH:33]=[CH:34][CH:35]=2)=[CH:26][CH:25]=1)[CH2:14][CH2:15][CH3:16], predict the reaction product. The product is: [CH2:13]([C:17]1[N:18]=[C:19]([CH3:46])[N:20]([CH2:39][C:40]2[N:41]=[C:42]([CH3:45])[S:43][CH:44]=2)[C:21](=[O:38])[C:22]=1[CH2:23][C:24]1[CH:25]=[CH:26][C:27]([C:30]2[CH:35]=[CH:34][CH:33]=[CH:32][C:31]=2[C:36]2[NH:3][C:4](=[O:7])[O:5][N:37]=2)=[CH:28][CH:29]=1)[CH2:14][CH2:15][CH3:16]. (3) The product is: [Cl:1][C:2]1[C:3](=[O:10])[N:4]([CH2:18][CH2:19][C:20]2[CH:29]=[CH:28][C:23]([C:24]([O:26][CH3:27])=[O:25])=[CH:22][CH:21]=2)[C:5]([CH3:9])=[C:6]([Cl:8])[CH:7]=1. Given the reactants [Cl:1][C:2]1[C:3](=[O:10])[NH:4][C:5]([CH3:9])=[C:6]([Cl:8])[CH:7]=1.C(=O)([O-])[O-].[K+].[K+].I[CH2:18][CH2:19][C:20]1[CH:29]=[CH:28][C:23]([C:24]([O:26][CH3:27])=[O:25])=[CH:22][CH:21]=1.Cl, predict the reaction product. (4) The product is: [CH2:34]([O:33][C:21]1[CH:20]=[C:19]([CH:18]=[C:17]([CH3:36])[CH2:16][CH2:15][C:12]2[CH:11]=[CH:10][C:9]([OH:8])=[CH:14][CH:13]=2)[CH:24]=[CH:23][C:22]=1[OH:25])[CH3:35]. Given the reactants C([Si]([O:8][C:9]1[CH:14]=[CH:13][C:12]([CH2:15][CH2:16][C:17]([CH3:36])=[CH:18][C:19]2[CH:24]=[CH:23][C:22]([O:25][Si](C(C)(C)C)(C)C)=[C:21]([O:33][CH2:34][CH3:35])[CH:20]=2)=[CH:11][CH:10]=1)(C)C)(C)(C)C.[N+](CCCC)(CCCC)(CCCC)CCCC.[F-].O, predict the reaction product.